Task: Predict the product of the given reaction.. Dataset: Forward reaction prediction with 1.9M reactions from USPTO patents (1976-2016) (1) The product is: [Cl:19][C:16]([F:18])([F:17])[O:15][C:12]1[CH:13]=[CH:14][C:9]([NH:8][C:6]([C:5]2[CH:20]=[C:21]([C:22]3[NH:26][N:25]=[CH:24][CH:23]=3)[C:2]([NH:27][CH2:28][CH2:29][CH:30]([OH:34])[C:31]([OH:33])=[O:32])=[N:3][CH:4]=2)=[O:7])=[CH:10][CH:11]=1. Given the reactants Cl[C:2]1[C:21]([C:22]2[NH:26][N:25]=[CH:24][CH:23]=2)=[CH:20][C:5]([C:6]([NH:8][C:9]2[CH:14]=[CH:13][C:12]([O:15][C:16]([Cl:19])([F:18])[F:17])=[CH:11][CH:10]=2)=[O:7])=[CH:4][N:3]=1.[NH2:27][CH2:28][CH2:29][CH:30]([OH:34])[C:31]([OH:33])=[O:32].[O-]P([O-])([O-])=O.[K+].[K+].[K+], predict the reaction product. (2) Given the reactants [N+:1]([C:4]1[CH:25]=[CH:24][C:7]([NH:8][CH2:9][CH2:10][C:11]2[N:12]=[C:13]([NH:16][C:17](=[O:23])[O:18][C:19]([CH3:22])([CH3:21])[CH3:20])[S:14][CH:15]=2)=[CH:6][CH:5]=1)([O-:3])=[O:2].[C:26](O[C:26]([O:28][C:29]([CH3:32])([CH3:31])[CH3:30])=[O:27])([O:28][C:29]([CH3:32])([CH3:31])[CH3:30])=[O:27], predict the reaction product. The product is: [C:19]([O:18][C:17]([NH:16][C:13]1[S:14][CH:15]=[C:11]([CH2:10][CH2:9][N:8]([C:7]2[CH:6]=[CH:5][C:4]([N+:1]([O-:3])=[O:2])=[CH:25][CH:24]=2)[C:26](=[O:27])[O:28][C:29]([CH3:32])([CH3:31])[CH3:30])[N:12]=1)=[O:23])([CH3:22])([CH3:20])[CH3:21]. (3) Given the reactants C(O[C@H]1[C@H](OCC2C=CC=CC=2)[C@@H](COCC2C=CC=CC=2)O[C@@H](O[C@H]2[C@@H](OCC3C=CC=CC=3)[C@H](OCC3C=CC=CC=3)[C@@H](COCC3C=CC=CC=3)O[C@H]2OCC=C)[C@@H]1O)C1C=CC=CC=1.[CH2:69]([O:76][C@H:77]1[C@H:82]([O:83][CH2:84][C:85]2[CH:90]=[CH:89][CH:88]=[CH:87][CH:86]=2)[C@@H:81]([CH2:91][O:92][CH2:93][C:94]2[CH:99]=[CH:98][CH:97]=[CH:96][CH:95]=2)[O:80][C@@H:79]([O:100][C@H:101]2[C@@H:112]([O:113][CH2:114][C:115]3[CH:120]=[CH:119][CH:118]=[CH:117][CH:116]=3)[C@H:111]([O:121][CH2:122][C:123]3[CH:128]=[CH:127][CH:126]=[CH:125][CH:124]=3)[C@@H:110]([CH2:129][O:130][CH2:131][C:132]3[CH:137]=[CH:136][CH:135]=[CH:134][CH:133]=3)[O:109][C@H:102]2[O:103][CH:104]=[CH:105][CH2:106][CH2:107][CH3:108])[C@@H:78]1[O:138]C(=O)C)[C:70]1[CH:75]=[CH:74][CH:73]=[CH:72][CH:71]=1.C[O-].[Na+].ClCCl, predict the reaction product. The product is: [CH2:69]([O:76][C@H:77]1[C@H:82]([O:83][CH2:84][C:85]2[CH:90]=[CH:89][CH:88]=[CH:87][CH:86]=2)[C@@H:81]([CH2:91][O:92][CH2:93][C:94]2[CH:99]=[CH:98][CH:97]=[CH:96][CH:95]=2)[O:80][C@@H:79]([O:100][C@H:101]2[C@@H:112]([O:113][CH2:114][C:115]3[CH:120]=[CH:119][CH:118]=[CH:117][CH:116]=3)[C@H:111]([O:121][CH2:122][C:123]3[CH:128]=[CH:127][CH:126]=[CH:125][CH:124]=3)[C@@H:110]([CH2:129][O:130][CH2:131][C:132]3[CH:133]=[CH:134][CH:135]=[CH:136][CH:137]=3)[O:109][C@H:102]2[O:103][CH:104]=[CH:105][CH2:106][CH2:107][CH3:108])[C@@H:78]1[OH:138])[C:70]1[CH:71]=[CH:72][CH:73]=[CH:74][CH:75]=1. (4) Given the reactants C(OP([CH:9]([CH3:15])[C:10]([O:12][CH2:13][CH3:14])=[O:11])(OCC)=O)C.[CH3:16][O:17][CH:18]([O:21][CH3:22])[CH:19]=O.O, predict the reaction product. The product is: [CH3:16][O:17][CH:18]([O:21][CH3:22])/[CH:19]=[C:9](\[CH3:15])/[C:10]([O:12][CH2:13][CH3:14])=[O:11]. (5) Given the reactants C(OC([N:8]1[CH2:12][CH2:11][CH2:10][C@H:9]1[C:13]1[NH:14][C:15]([C:18]2[CH:23]=[CH:22][C:21]([C:24]3[CH:25]=[C:26]4[C:30](=[CH:31][CH:32]=3)[NH:29][N:28]=[C:27]4[NH:33][C:34]([C@@H:36]3[CH2:40][CH2:39][CH2:38][N:37]3C(OC(C)(C)C)=O)=[O:35])=[CH:20][CH:19]=2)=[CH:16][N:17]=1)=O)(C)(C)C.C(O)(C(F)(F)F)=O, predict the reaction product. The product is: [NH:8]1[CH2:12][CH2:11][CH2:10][C@H:9]1[C:13]1[NH:14][C:15]([C:18]2[CH:23]=[CH:22][C:21]([C:24]3[CH:25]=[C:26]4[C:30](=[CH:31][CH:32]=3)[NH:29][N:28]=[C:27]4[NH:33][C:34]([C@@H:36]3[CH2:40][CH2:39][CH2:38][NH:37]3)=[O:35])=[CH:20][CH:19]=2)=[CH:16][N:17]=1.